From a dataset of Reaction yield outcomes from USPTO patents with 853,638 reactions. Predict the reaction yield, written as a fraction of the theoretical maximum amount of product (1.0 means a 100% yield; for example, 0.34 means a 34% yield). (1) The reactants are O=[CH:2][C:3]1[CH:11]=[CH:10][C:8]([OH:9])=[C:5]([O:6][CH3:7])[CH:4]=1.C(O)(=O)[CH2:13][C:14]([OH:16])=[O:15].N1CCCCC1. The catalyst is N1C=CC=CC=1. The product is [OH:9][C:8]1[CH:10]=[CH:11][C:3]([CH:2]=[CH:13][C:14]([OH:16])=[O:15])=[CH:4][C:5]=1[O:6][CH3:7]. The yield is 0.918. (2) The product is [CH2:1]([C:5]1[N:6]([CH2:10][C:11]2[CH:16]=[CH:15][CH:14]=[CH:13][C:12]=2[Cl:17])[C:7]([CH2:20][OH:22])=[CH:8][N:9]=1)[CH2:2][CH2:3][CH3:4]. The reactants are [CH2:1]([C:5]1[N:6]([CH2:10][C:11]2[CH:16]=[CH:15][CH:14]=[CH:13][C:12]=2[Cl:17])[CH:7]=[CH:8][N:9]=1)[CH2:2][CH2:3][CH3:4].C=O.[C:20]([O-])(=[O:22])C.[Na+]. The yield is 0.410. The catalyst is C(O)(=O)C. (3) The reactants are [F:1][C:2]1[CH:7]=[CH:6][C:5]([N:8]2[C:16]3[C:11](=[CH:12][C:13]4[C:21]([C:22]#[N:23])=[C:20](O)[CH2:19][CH2:18][CH2:17][C:14]=4[CH:15]=3)[CH:10]=[N:9]2)=[CH:4][CH:3]=1.[CH3:25][C:26](=[O:29])[CH:27]=[CH2:28]. The catalyst is CCO.CC1C=CC(S(O)(=O)=O)=CC=1. The product is [F:1][C:2]1[CH:3]=[CH:4][C:5]([N:8]2[C:16]3[CH:15]=[C:14]4[CH2:17][CH2:18][CH2:19][C:20]5[C:21]([C:22]#[N:23])([CH2:28][CH2:27][C:26](=[O:29])[CH:25]=5)[C:13]4=[CH:12][C:11]=3[CH:10]=[N:9]2)=[CH:6][CH:7]=1. The yield is 0.720. (4) The reactants are [N:1]12[CH2:8][CH2:7][CH:4]([CH2:5][CH2:6]1)[C@H:3]([O:9][C:10]1[CH:11]=[CH:12][C:13]3[C:17]4[CH:18]=[CH:19][C:20]([O:22][C@H:23]5[CH:28]6[CH2:29][CH2:30][N:25]([CH2:26][CH2:27]6)[CH2:24]5)=[CH:21][C:16]=4[S:15][C:14]=3[CH:31]=1)[CH2:2]2.O.[C:33]1([CH3:43])[CH:38]=[CH:37][C:36]([S:39]([OH:42])(=[O:41])=[O:40])=[CH:35][CH:34]=1. The catalyst is C(OCC)(=O)C.C(O)C. The product is [C:33]1([CH3:43])[CH:34]=[CH:35][C:36]([S:39]([OH:42])(=[O:40])=[O:41])=[CH:37][CH:38]=1.[N:1]12[CH2:6][CH2:5][CH:4]([CH2:7][CH2:8]1)[C@H:3]([O:9][C:10]1[CH:11]=[CH:12][C:13]3[C:17]4[CH:18]=[CH:19][C:20]([O:22][C@H:23]5[CH:28]6[CH2:27][CH2:26][N:25]([CH2:30][CH2:29]6)[CH2:24]5)=[CH:21][C:16]=4[S:15][C:14]=3[CH:31]=1)[CH2:2]2. The yield is 0.940. (5) The reactants are [I:1][C:2]1[CH:3]=[CH:4][C:5]2[NH:6][C:7]3[C:12]([C:13]=2[CH:14]=1)=[CH:11][C:10]([I:15])=[CH:9][CH:8]=3.Br[CH2:17][CH2:18][CH2:19][CH2:20][CH2:21][CH2:22][CH2:23][CH2:24][CH2:25][CH2:26][CH2:27][OH:28].C([O-])([O-])=O.[K+].[K+].O. The catalyst is CN(C=O)C. The product is [I:15][C:10]1[CH:9]=[CH:8][C:7]2[N:6]([CH2:17][CH2:18][CH2:19][CH2:20][CH2:21][CH2:22][CH2:23][CH2:24][CH2:25][CH2:26][CH2:27][OH:28])[C:5]3[C:13]([C:12]=2[CH:11]=1)=[CH:14][C:2]([I:1])=[CH:3][CH:4]=3. The yield is 0.879. (6) The catalyst is C(Cl)Cl.CO. The product is [ClH:35].[C:1]([C:5]1[O:9][N:8]=[C:7]([NH:10][C:11]([NH:13][C:14]2[CH:19]=[CH:18][CH:17]=[C:16]([S:20][C:21]3[C:30]4[C:25](=[CH:26][C:27]5[O:34][CH2:33][CH2:32][O:31][C:28]=5[CH:29]=4)[N:24]=[CH:23][N:22]=3)[CH:15]=2)=[O:12])[CH:6]=1)([CH3:4])([CH3:2])[CH3:3]. The yield is 0.610. The reactants are [C:1]([C:5]1[O:9][N:8]=[C:7]([NH:10][C:11]([NH:13][C:14]2[CH:19]=[CH:18][CH:17]=[C:16]([S:20][C:21]3[C:30]4[C:25](=[CH:26][C:27]5[O:34][CH2:33][CH2:32][O:31][C:28]=5[CH:29]=4)[N:24]=[CH:23][N:22]=3)[CH:15]=2)=[O:12])[CH:6]=1)([CH3:4])([CH3:3])[CH3:2].[ClH:35].CCOCC. (7) The reactants are [CH3:1][Mg]Br.[Br:4][C:5]1[CH:6]=[N:7][C:8]([Cl:17])=[C:9]([CH:16]=1)[C:10](N(OC)C)=[O:11]. The catalyst is O1CCCC1. The product is [Br:4][C:5]1[CH:16]=[C:9]([C:10](=[O:11])[CH3:1])[C:8]([Cl:17])=[N:7][CH:6]=1. The yield is 0.738. (8) The reactants are Cl[C:2]1[C:11]2[C:6](=[CH:7][C:8]([O:14][CH2:15][CH2:16][CH2:17][N:18]3[CH2:23][CH2:22][N:21]([CH3:24])[CH2:20][C:19]3=[O:25])=[C:9]([O:12][CH3:13])[CH:10]=2)[N:5]=[CH:4][N:3]=1.[NH2:26][C:27]1[C:32]2[O:33][CH2:34][O:35][C:31]=2[C:30]([C:36]#[C:37][CH2:38][NH:39][C:40](=[O:44])[N:41]([CH3:43])[CH3:42])=[CH:29][C:28]=1[Cl:45].C[Si]([N-][Si](C)(C)C)(C)C.[Na+]. The catalyst is CN(C=O)C. The product is [Cl:45][C:28]1[CH:29]=[C:30]([C:36]#[C:37][CH2:38][NH:39][C:40](=[O:44])[N:41]([CH3:42])[CH3:43])[C:31]2[O:35][CH2:34][O:33][C:32]=2[C:27]=1[NH:26][C:2]1[C:11]2[C:6](=[CH:7][C:8]([O:14][CH2:15][CH2:16][CH2:17][N:18]3[CH2:23][CH2:22][N:21]([CH3:24])[CH2:20][C:19]3=[O:25])=[C:9]([O:12][CH3:13])[CH:10]=2)[N:5]=[CH:4][N:3]=1. The yield is 0.810. (9) The reactants are [CH3:1][O:2][C:3]1[CH:4]=[CH:5][C:6]2[NH:7][C:8]3[C:13]([C:14]=2[CH:15]=1)=[CH:12][C:11]([N+:16]([O-])=O)=[CH:10][CH:9]=3. The catalyst is CO.[Pd]. The product is [CH3:1][O:2][C:3]1[CH:15]=[C:14]2[C:6](=[CH:5][CH:4]=1)[NH:7][C:8]1[CH:9]=[CH:10][C:11]([NH2:16])=[CH:12][C:13]2=1. The yield is 0.920.